This data is from Full USPTO retrosynthesis dataset with 1.9M reactions from patents (1976-2016). The task is: Predict the reactants needed to synthesize the given product. (1) Given the product [CH3:7][O:6][C:5]1[CH:4]=[C:3]([CH:11]=[CH:10][C:8]=1[O:9][S:24]([C:21]1[CH:22]=[CH:23][C:18]([CH3:28])=[CH:19][CH:20]=1)(=[O:26])=[O:25])[CH:2]=[O:1], predict the reactants needed to synthesize it. The reactants are: [O:1]=[CH:2][C:3]1[CH:11]=[CH:10][C:8]([OH:9])=[C:5]([O:6][CH3:7])[CH:4]=1.C(=O)([O-])[O-].[K+].[K+].[C:18]1([CH3:28])[CH:23]=[CH:22][C:21]([S:24](Cl)(=[O:26])=[O:25])=[CH:20][CH:19]=1.O. (2) Given the product [CH2:8]([O:10][C:11]1[CH:16]=[CH:15][CH:14]=[CH:13][C:12]=1[O:17][C:2]1[CH:3]=[N:4][CH:5]=[CH:6][CH:7]=1)[CH3:9], predict the reactants needed to synthesize it. The reactants are: Br[C:2]1[CH:3]=[N:4][CH:5]=[CH:6][CH:7]=1.[CH2:8]([O:10][C:11]1[CH:16]=[CH:15][CH:14]=[CH:13][C:12]=1[OH:17])[CH3:9].CC(C)(C(=O)CC(=O)C(C)(C)C)C.C(=O)([O-])[O-].[Cs+].[Cs+].Cl.[OH-].[NH4+]. (3) Given the product [CH2:1]([O:3][C:4]([N:6]([CH2:36][CH2:28][O:27][CH:26]1[CH2:30][CH2:29][CH2:23][CH2:24][O:25]1)[C:7]1([C:10]2[CH:11]=[CH:12][C:13]([C:14]([O:16][CH3:17])=[O:15])=[CH:18][CH:19]=2)[CH2:8][CH2:9]1)=[O:5])[CH3:2], predict the reactants needed to synthesize it. The reactants are: [CH2:1]([O:3][C:4]([NH:6][C:7]1([C:10]2[CH:19]=[CH:18][C:13]([C:14]([O:16][CH3:17])=[O:15])=[CH:12][CH:11]=2)[CH2:9][CH2:8]1)=[O:5])[CH3:2].[H-].[Na+].Br[CH2:23][CH2:24][O:25][CH:26]1[CH2:30][CH2:29][CH2:28][O:27]1.[I-].[Na+].[Cl-].[NH4+].O1CCC[CH2:36]1. (4) Given the product [CH2:24]([O:14][C:9]1[C:8]([O:15][CH3:16])=[CH:7][C:6]([C:2]2[O:1][CH:5]=[CH:4][CH:3]=2)=[CH:11][C:10]=1[O:12][CH3:13])[CH3:25], predict the reactants needed to synthesize it. The reactants are: [O:1]1[CH:5]=[CH:4][CH:3]=[C:2]1[C:6]1[CH:11]=[C:10]([O:12][CH3:13])[C:9]([OH:14])=[C:8]([O:15][CH3:16])[CH:7]=1.C([O-])([O-])=O.[Cs+].[Cs+].I[CH2:24][CH3:25].Cl. (5) The reactants are: [C:1]([N:4]1[C:13]2[C:8](=[CH:9][C:10](Br)=[CH:11][CH:12]=2)[C@H:7]([NH:15][C:16](=[O:21])[O:17][CH:18]([CH3:20])[CH3:19])[CH2:6][C@@H:5]1[CH3:22])(=[O:3])[CH3:2].CC1(C)C(C)(C)OB([C:31]2[CH:36]=[CH:35][C:34]([NH2:37])=[CH:33][CH:32]=2)O1.C(=O)([O-])[O-].[K+].[K+].O1CCOCC1. Given the product [C:1]([N:4]1[C:13]2[C:8](=[CH:9][C:10]([C:31]3[CH:36]=[CH:35][C:34]([NH2:37])=[CH:33][CH:32]=3)=[CH:11][CH:12]=2)[C@H:7]([NH:15][C:16](=[O:21])[O:17][CH:18]([CH3:20])[CH3:19])[CH2:6][C@@H:5]1[CH3:22])(=[O:3])[CH3:2], predict the reactants needed to synthesize it. (6) Given the product [C:28]([O:27][C:25]([N:6]([CH2:7][CH2:8][NH:9][S:10]([C:13]1[CH:18]=[CH:17][CH:16]=[CH:15][C:14]=1[N+:19]([O-:21])=[O:20])(=[O:11])=[O:12])[CH2:5][C:4]([OH:3])=[O:22])=[O:26])([CH3:31])([CH3:30])[CH3:29], predict the reactants needed to synthesize it. The reactants are: C([O:3][C:4](=[O:22])[CH2:5][NH:6][CH2:7][CH2:8][NH:9][S:10]([C:13]1[CH:18]=[CH:17][CH:16]=[CH:15][C:14]=1[N+:19]([O-:21])=[O:20])(=[O:12])=[O:11])C.[Li+].[OH-].[C:25](O[C:25]([O:27][C:28]([CH3:31])([CH3:30])[CH3:29])=[O:26])([O:27][C:28]([CH3:31])([CH3:30])[CH3:29])=[O:26].